Dataset: Reaction yield outcomes from USPTO patents with 853,638 reactions. Task: Predict the reaction yield, written as a fraction of the theoretical maximum amount of product (1.0 means a 100% yield; for example, 0.34 means a 34% yield). (1) The reactants are [CH:1]1([CH2:4][O:5][NH:6][C:7]([C:9]2[C:20]([NH:21][C:22]3[CH:27]=[CH:26][C:25]([Cl:28])=[CH:24][C:23]=3[CH3:29])=[C:19]([F:30])[C:12]3[N:13]=[CH:14][N:15]([CH2:16][CH:17]=[O:18])[C:11]=3[CH:10]=2)=[O:8])[CH2:3][CH2:2]1.C(=O)([O-])[O-].[K+].[K+].[N+:37]([CH2:39]S(C1C=CC(C)=CC=1)(=O)=O)#[C-:38]. The catalyst is CO. The product is [CH:1]1([CH2:4][O:5][NH:6][C:7]([C:9]2[C:20]([NH:21][C:22]3[CH:27]=[CH:26][C:25]([Cl:28])=[CH:24][C:23]=3[CH3:29])=[C:19]([F:30])[C:12]3[N:13]=[CH:14][N:15]([CH2:16][C:17]4[O:18][CH:39]=[N:37][CH:38]=4)[C:11]=3[CH:10]=2)=[O:8])[CH2:2][CH2:3]1. The yield is 0.500. (2) The reactants are C[O:2][C:3](=[O:24])[C:4]1[CH:9]=[CH:8][C:7]([NH:10][CH2:11][C:12]2[C:13]([C:18]3[CH:23]=[CH:22][CH:21]=[CH:20][CH:19]=3)=[N:14][O:15][C:16]=2[CH3:17])=[N:6][CH:5]=1.[OH-].[Na+]. The catalyst is C(O)C. The product is [CH3:17][C:16]1[O:15][N:14]=[C:13]([C:18]2[CH:19]=[CH:20][CH:21]=[CH:22][CH:23]=2)[C:12]=1[CH2:11][NH:10][C:7]1[CH:8]=[CH:9][C:4]([C:3]([OH:24])=[O:2])=[CH:5][N:6]=1. The yield is 0.910. (3) The reactants are [I:1]NC(=O)CCC(N)=O.[CH3:10][O:11][C:12]([C:14]1[CH:15]=[CH:16][C:17]2[N:18]([CH:20]=[CH:21][N:22]=2)[CH:19]=1)=[O:13]. The catalyst is C(#N)C. The product is [CH3:10][O:11][C:12]([C:14]1[CH:15]=[CH:16][C:17]2[N:18]([C:20]([I:1])=[CH:21][N:22]=2)[CH:19]=1)=[O:13]. The yield is 0.950.